This data is from Forward reaction prediction with 1.9M reactions from USPTO patents (1976-2016). The task is: Predict the product of the given reaction. (1) Given the reactants C([N:3]1[CH2:8][CH2:7][N:6]([C:9]2[C:18]3[C:13](=[CH:14][CH:15]=[CH:16][CH:17]=3)[CH:12]=[C:11]([C:19]3[CH:24]=[CH:23][C:22]([S:25]([CH3:28])(=[O:27])=[O:26])=[CH:21][CH:20]=3)[N:10]=2)[CH2:5][CH2:4]1)=O.[OH-].[Na+], predict the reaction product. The product is: [N:6]1([C:9]2[C:18]3[C:13](=[CH:14][CH:15]=[CH:16][CH:17]=3)[CH:12]=[C:11]([C:19]3[CH:20]=[CH:21][C:22]([S:25]([CH3:28])(=[O:27])=[O:26])=[CH:23][CH:24]=3)[N:10]=2)[CH2:7][CH2:8][NH:3][CH2:4][CH2:5]1. (2) Given the reactants [BH4-].[Na+].C([Se][Se]CC1C=CC=CC=1)C1C=CC=CC=1.ClC(Cl)(Cl)C([C:23]1[CH:28]=[CH:27][C:26]([N:29]2[CH2:34][CH2:33][N:32]([CH3:35])[CH2:31][CH2:30]2)=[CH:25][CH:24]=1)O.[OH-:38].[Na+].[CH2:40]([OH:42])[CH3:41], predict the reaction product. The product is: [CH3:35][N:32]1[CH2:33][CH2:34][N:29]([C:26]2[CH:27]=[CH:28][C:23]([CH2:41][C:40]([OH:38])=[O:42])=[CH:24][CH:25]=2)[CH2:30][CH2:31]1. (3) Given the reactants [Si:1]([O:8][CH2:9][C:10]1[N:15]=[CH:14][C:13]2[N:16]([C:19]3[S:23][C:22]([C:24]([O:26]C)=O)=[C:21]([O:28][CH:29]([C:31]4[CH:36]=[CH:35][CH:34]=[CH:33][C:32]=4[C:37]([F:40])([F:39])[F:38])[CH3:30])[CH:20]=3)[CH:17]=[N:18][C:12]=2[CH:11]=1)([C:4]([CH3:7])([CH3:6])[CH3:5])([CH3:3])[CH3:2].[NH3:41], predict the reaction product. The product is: [Si:1]([O:8][CH2:9][C:10]1[N:15]=[CH:14][C:13]2[N:16]([C:19]3[S:23][C:22]([C:24]([NH2:41])=[O:26])=[C:21]([O:28][CH:29]([C:31]4[CH:36]=[CH:35][CH:34]=[CH:33][C:32]=4[C:37]([F:40])([F:39])[F:38])[CH3:30])[CH:20]=3)[CH:17]=[N:18][C:12]=2[CH:11]=1)([C:4]([CH3:7])([CH3:5])[CH3:6])([CH3:3])[CH3:2]. (4) Given the reactants [CH3:1][C:2]1([CH3:19])[C:10]2[C:5](=[CH:6][C:7]([N+:15]([O-:17])=[O:16])=[C:8]([NH:11]C(=O)C)[CH:9]=2)[NH:4][C:3]1=[O:18].[CH2:20](I)[CH2:21][CH2:22][CH2:23][CH3:24].C([O-])([O-])=O.[K+].[K+].CC#N, predict the reaction product. The product is: [NH2:11][C:8]1[CH:9]=[C:10]2[C:5](=[CH:6][C:7]=1[N+:15]([O-:17])=[O:16])[N:4]([CH2:20][CH2:21][CH2:22][CH2:23][CH3:24])[C:3](=[O:18])[C:2]2([CH3:1])[CH3:19]. (5) Given the reactants [B:1]([OH:4])([OH:3])[OH:2].[OH:5][CH2:6][C@@H:7]([C@H:9]([C@@H:11]([C@@H:13]([CH2:15][OH:16])[OH:14])[OH:12])[OH:10])[OH:8].[C:17]([NH2:26])(=[O:25])[C:18]1[C:19](=[CH:21][CH:22]=[CH:23][CH:24]=1)[OH:20], predict the reaction product. The product is: [C:17]([NH2:26])(=[O:25])[C:18]1[C:19](=[CH:21][CH:22]=[CH:23][CH:24]=1)[OH:20].[B:1]([OH:4])([OH:3])[OH:2].[OH:16][CH2:15][C@@H:13]([C@H:11]([C@@H:9]([C@@H:7]([CH2:6][OH:5])[OH:8])[OH:10])[OH:12])[OH:14]. (6) Given the reactants Br[C:2]1[CH:7]=[C:6]([F:8])[C:5]([F:9])=[CH:4][C:3]=1Br.[CH3:11][S:12][C:13]1[CH:18]=[CH:17][C:16](B(O)O)=[CH:15][CH:14]=1.[Cl:22][C:23]1[CH:24]=[C:25](B(O)O)[CH:26]=[CH:27][C:28]=1[F:29], predict the reaction product. The product is: [Cl:22][C:23]1[CH:24]=[C:25]([C:2]2[CH:7]=[C:6]([F:8])[C:5]([F:9])=[CH:4][C:3]=2[C:16]2[CH:17]=[CH:18][C:13]([S:12][CH3:11])=[CH:14][CH:15]=2)[CH:26]=[CH:27][C:28]=1[F:29]. (7) Given the reactants [Cl:1][C:2]1[CH:3]=[CH:4][C:5](F)=[C:6]([CH:11]=1)[C:7](OC)=[O:8].[Cl:13][C:14]1[CH:15]=[C:16]([OH:21])[CH:17]=[C:18]([F:20])[CH:19]=1.Cl.[NH2:23][C@H:24]([C:26]1[CH:35]=[CH:34][C:29]([C:30]([O:32]C)=[O:31])=[CH:28][CH:27]=1)[CH3:25], predict the reaction product. The product is: [Cl:1][C:2]1[CH:3]=[CH:4][C:5]([O:21][C:16]2[CH:17]=[C:18]([F:20])[CH:19]=[C:14]([Cl:13])[CH:15]=2)=[C:6]([CH:11]=1)[C:7]([NH:23][C@H:24]([C:26]1[CH:35]=[CH:34][C:29]([C:30]([OH:32])=[O:31])=[CH:28][CH:27]=1)[CH3:25])=[O:8]. (8) Given the reactants [CH:1]([NH:4][CH:5]([CH3:7])[CH3:6])([CH3:3])[CH3:2].Br[CH2:9][C:10]1[CH:15]=[CH:14][C:13]([CH2:16][CH2:17][NH:18][C:19]([C:21]2[CH:26]=[CH:25][C:24]([C:27]3[CH:32]=[CH:31][C:30]([Cl:33])=[CH:29][CH:28]=3)=[CH:23][CH:22]=2)=[O:20])=[CH:12][CH:11]=1.C([O-])([O-])=O.[K+].[K+], predict the reaction product. The product is: [CH:1]([N:4]([CH2:9][C:10]1[CH:11]=[CH:12][C:13]([CH2:16][CH2:17][NH:18][C:19]([C:21]2[CH:26]=[CH:25][C:24]([C:27]3[CH:28]=[CH:29][C:30]([Cl:33])=[CH:31][CH:32]=3)=[CH:23][CH:22]=2)=[O:20])=[CH:14][CH:15]=1)[CH:5]([CH3:7])[CH3:6])([CH3:3])[CH3:2].